From a dataset of Peptide-MHC class I binding affinity with 185,985 pairs from IEDB/IMGT. Regression. Given a peptide amino acid sequence and an MHC pseudo amino acid sequence, predict their binding affinity value. This is MHC class I binding data. (1) The peptide sequence is SLICGAALY. The MHC is HLA-B08:01 with pseudo-sequence HLA-B08:01. The binding affinity (normalized) is 0.0847. (2) The peptide sequence is VTGVKYPKF. The MHC is H-2-Db with pseudo-sequence H-2-Db. The binding affinity (normalized) is 0.00610. (3) The peptide sequence is NLKLYGAEF. The MHC is HLA-A30:01 with pseudo-sequence HLA-A30:01. The binding affinity (normalized) is 0.0847. (4) The peptide sequence is EQFENKTI. The MHC is H-2-Db with pseudo-sequence H-2-Db. The binding affinity (normalized) is 0.